This data is from Catalyst prediction with 721,799 reactions and 888 catalyst types from USPTO. The task is: Predict which catalyst facilitates the given reaction. (1) Reactant: [C:1]([O:5][C:6](=[O:17])[NH:7][C:8]1[CH:13]=[C:12](Cl)[C:11]([C:15]#[N:16])=[CH:10][N:9]=1)([CH3:4])([CH3:3])[CH3:2].[CH3:18][O:19][CH2:20][CH2:21][NH2:22].CCN(C(C)C)C(C)C. Product: [C:1]([O:5][C:6](=[O:17])[NH:7][C:8]1[CH:13]=[C:12]([NH:22][CH2:21][CH2:20][O:19][CH3:18])[C:11]([C:15]#[N:16])=[CH:10][N:9]=1)([CH3:4])([CH3:3])[CH3:2]. The catalyst class is: 16. (2) Reactant: Cl[C:2]1[N:7]=[CH:6][N:5]=[C:4]([NH:8][C@@H:9]2[CH2:13][CH2:12][N:11]([C:14]3[CH:19]=[CH:18][C:17]([F:20])=[CH:16][CH:15]=3)[CH2:10]2)[N:3]=1.C([O-])(=[O:23])C.[Na+].C(O)(=O)C.C(=O)(O)[O-].[Na+]. Product: [F:20][C:17]1[CH:18]=[CH:19][C:14]([N:11]2[CH2:12][CH2:13][C@@H:9]([NH:8][C:4]3[N:5]=[CH:6][NH:7][C:2](=[O:23])[N:3]=3)[CH2:10]2)=[CH:15][CH:16]=1. The catalyst class is: 84. (3) Reactant: [C:1]([N:4]([C:17]1[N:22]=[CH:21][C:20]([Cl:23])=[CH:19][N:18]=1)[C:5](=[O:16])[C:6]1[CH:11]=[CH:10][C:9]([CH:12]=[N:13][OH:14])=[CH:8][C:7]=1[CH3:15])(=[O:3])[CH3:2].ClN1C(=O)CCC1=O.[Cl:32][C:33]1[CH:34]=[C:35]([C:41]([C:43]([F:46])([F:45])[F:44])=[CH2:42])[CH:36]=[C:37]([Cl:40])[C:38]=1[Cl:39].C(=O)([O-])O.[K+]. Product: [C:1]([N:4]([C:17]1[N:22]=[CH:21][C:20]([Cl:23])=[CH:19][N:18]=1)[C:5](=[O:16])[C:6]1[CH:11]=[CH:10][C:9]([C:12]2[CH2:42][C:41]([C:35]3[CH:36]=[C:37]([Cl:40])[C:38]([Cl:39])=[C:33]([Cl:32])[CH:34]=3)([C:43]([F:46])([F:45])[F:44])[O:14][N:13]=2)=[CH:8][C:7]=1[CH3:15])(=[O:3])[CH3:2]. The catalyst class is: 149. (4) The catalyst class is: 34. Product: [C:38]([O:42][C:43]([N:45]1[CH2:50][CH2:49][N:48]([C:13]([C:11]2[C:12]3[C:4]([CH:1]4[CH2:3][CH2:2]4)=[N:5][N:6]([CH:23]4[CH2:28][CH2:27][CH2:26][CH2:25][O:24]4)[C:7]=3[N:8]=[C:9]([C:16]3[CH:17]=[CH:18][C:19]([OH:22])=[CH:20][CH:21]=3)[CH:10]=2)=[O:14])[CH2:47][CH2:46]1)=[O:44])([CH3:41])([CH3:39])[CH3:40]. Reactant: [CH:1]1([C:4]2[C:12]3[C:11]([C:13](O)=[O:14])=[CH:10][C:9]([C:16]4[CH:21]=[CH:20][C:19]([OH:22])=[CH:18][CH:17]=4)=[N:8][C:7]=3[N:6]([CH:23]3[CH2:28][CH2:27][CH2:26][CH2:25][O:24]3)[N:5]=2)[CH2:3][CH2:2]1.CCN(C(C)C)C(C)C.[C:38]([O:42][C:43]([N:45]1[CH2:50][CH2:49][NH:48][CH2:47][CH2:46]1)=[O:44])([CH3:41])([CH3:40])[CH3:39]. (5) The catalyst class is: 4. Product: [Br:1][C:2]1[CH:3]=[C:4]([S:8]([NH:23][CH2:21][CH2:20][CH2:19][N:15]([CH2:12][CH3:14])[CH2:16][CH3:18])(=[O:10])=[O:9])[CH:5]=[CH:6][CH:7]=1. Reactant: [Br:1][C:2]1[CH:3]=[C:4]([S:8](Cl)(=[O:10])=[O:9])[CH:5]=[CH:6][CH:7]=1.[CH:12]([N:15]([CH2:19][CH3:20])[CH:16]([CH3:18])C)([CH3:14])C.[CH2:21]([N:23](CC)CC(N)C)C. (6) Reactant: C([O:3][C:4](=[O:32])[CH2:5][C:6]1[CH:11]=[CH:10][C:9]([NH:12][C:13]([C:15]2[CH:20]=[C:19]([O:21][CH2:22][C:23]3[CH:28]=[CH:27][CH:26]=[C:25]([Cl:29])[CH:24]=3)[CH:18]=[CH:17][C:16]=2[CH3:30])=[O:14])=[C:8]([CH3:31])[CH:7]=1)C.Cl. Product: [Cl:29][C:25]1[CH:24]=[C:23]([CH2:22][O:21][C:19]2[CH:18]=[CH:17][C:16]([CH3:30])=[C:15]([C:13]([NH:12][C:9]3[CH:10]=[CH:11][C:6]([CH2:5][C:4]([OH:32])=[O:3])=[CH:7][C:8]=3[CH3:31])=[O:14])[CH:20]=2)[CH:28]=[CH:27][CH:26]=1. The catalyst class is: 15.